Dataset: Full USPTO retrosynthesis dataset with 1.9M reactions from patents (1976-2016). Task: Predict the reactants needed to synthesize the given product. Given the product [Br:1][C:2]1[CH:3]=[C:4]([C:10]2[S:11][C:12]3[CH2:17][CH2:16][CH2:15][NH:14][C:13]=3[N:19]=2)[C:5]([O:8][CH3:9])=[N:6][CH:7]=1, predict the reactants needed to synthesize it. The reactants are: [Br:1][C:2]1[CH:3]=[C:4]([C:10]2[S:11][C:12]3[CH2:17][CH2:16][C:15](=O)[NH:14][C:13]=3[N:19]=2)[C:5]([O:8][CH3:9])=[N:6][CH:7]=1.